Predict the product of the given reaction. From a dataset of Forward reaction prediction with 1.9M reactions from USPTO patents (1976-2016). (1) Given the reactants [Cl-:1].[NH4+].[CH:3]1[C:8]([C@H:9]2[C@H:14]([CH2:15][O:16][C:17]3[CH:18]=[CH:19][C:20]4[O:25][CH2:24][O:23][C:21]=4[CH:22]=3)[CH2:13][NH:12][CH2:11][CH2:10]2)=[CH:7][CH:6]=[C:5]([F:26])[CH:4]=1.Cl, predict the reaction product. The product is: [CH:7]1[C:8]([C@H:9]2[C@H:14]([CH2:15][O:16][C:17]3[CH:18]=[CH:19][C:20]4[O:25][CH2:24][O:23][C:21]=4[CH:22]=3)[CH2:13][NH:12][CH2:11][CH2:10]2)=[CH:3][CH:4]=[C:5]([F:26])[CH:6]=1.[ClH:1]. (2) Given the reactants [CH3:1][O:2][C:3]1[CH:4]=[C:5]([CH:11]([CH3:14])[CH2:12][NH2:13])[CH:6]=[CH:7][C:8]=1[O:9][CH3:10].[CH:15](OCC)=[O:16], predict the reaction product. The product is: [CH3:1][O:2][C:3]1[CH:4]=[C:5]([CH:11]([CH3:14])[CH2:12][NH:13][CH:15]=[O:16])[CH:6]=[CH:7][C:8]=1[O:9][CH3:10]. (3) Given the reactants [SH:1][CH2:2][C@H:3]([NH:7][CH2:8][C:9]1[CH:14]=[CH:13][C:12]([O:15][CH3:16])=[CH:11][CH:10]=1)[C:4]([OH:6])=[O:5].[C:17]([O-])([O-])=[O:18].[K+].[K+].C1N=CN(C(N2C=NC=C2)=O)C=1.C(OC(C)C)(=O)C, predict the reaction product. The product is: [CH3:16][O:15][C:12]1[CH:11]=[CH:10][C:9]([CH2:8][N:7]2[C@H:3]([C:4]([OH:6])=[O:5])[CH2:2][S:1][C:17]2=[O:18])=[CH:14][CH:13]=1. (4) The product is: [C:22]([Si:26]([CH3:56])([CH3:57])[O:27][C:28]1[CH:55]=[CH:54][C:31]2[C:32]3[CH:41]([C:2]4[CH:16]=[CH:15][C:5]([O:6][CH2:7][CH2:8][N:9]5[CH2:14][CH2:13][CH2:12][CH2:11][CH2:10]5)=[CH:4][CH:3]=4)[O:40][C:39]4[C:34](=[CH:35][CH:36]=[C:37]([O:43][Si:44]([C:47]([CH3:48])([CH3:49])[CH3:50])([CH3:45])[CH3:46])[CH:38]=4)[C:33]=3[CH2:51][CH2:52][O:53][C:30]=2[CH:29]=1)([CH3:23])([CH3:24])[CH3:25]. Given the reactants I[C:2]1[CH:16]=[CH:15][C:5]([O:6][CH2:7][CH2:8][N:9]2[CH2:14][CH2:13][CH2:12][CH2:11][CH2:10]2)=[CH:4][CH:3]=1.C([Li])CCC.[C:22]([Si:26]([CH3:57])([CH3:56])[O:27][C:28]1[CH:55]=[CH:54][C:31]2[C:32]3[CH:41](O)[O:40][C:39]4[C:34](=[CH:35][CH:36]=[C:37]([O:43][Si:44]([C:47]([CH3:50])([CH3:49])[CH3:48])([CH3:46])[CH3:45])[CH:38]=4)[C:33]=3[CH2:51][CH2:52][O:53][C:30]=2[CH:29]=1)([CH3:25])([CH3:24])[CH3:23], predict the reaction product. (5) Given the reactants [NH2:1][C:2]1[CH:7]=[N:6][CH:5]=[C:4](Cl)[N:3]=1.[F:9][C:10]1[CH:15]=[CH:14][C:13](B(O)O)=[CH:12][CH:11]=1, predict the reaction product. The product is: [F:9][C:10]1[CH:15]=[CH:14][C:13]([C:4]2[N:3]=[C:2]([NH2:1])[CH:7]=[N:6][CH:5]=2)=[CH:12][CH:11]=1. (6) Given the reactants [F:1][C:2]([F:33])([F:32])[C:3]1[CH:8]=[CH:7][CH:6]=[CH:5][C:4]=1[CH:9]1[CH2:14][CH2:13][N:12]([C:15]([C:17]2[C:18]3[CH2:24][N:23](C(OC(C)(C)C)=O)[CH2:22][C:19]=3[NH:20][N:21]=2)=[O:16])[CH2:11][CH2:10]1.Cl, predict the reaction product. The product is: [NH:20]1[C:19]2[CH2:22][NH:23][CH2:24][C:18]=2[C:17]([C:15]([N:12]2[CH2:13][CH2:14][CH:9]([C:4]3[CH:5]=[CH:6][CH:7]=[CH:8][C:3]=3[C:2]([F:33])([F:32])[F:1])[CH2:10][CH2:11]2)=[O:16])=[N:21]1. (7) Given the reactants [C:1]([O:5][C:6]([N:8]1[CH2:13][CH2:12][C:11]([CH:18]2[CH2:23][CH2:22][CH2:21][CH2:20][CH2:19]2)([CH2:14][CH2:15][CH:16]=O)[CH2:10][CH2:9]1)=[O:7])([CH3:4])([CH3:3])[CH3:2].S([CH2:34][N+:35]#[C-:36])(C1C=CC(C)=CC=1)(=O)=O.[C-]#[N:38].[Na+], predict the reaction product. The product is: [C:1]([O:5][C:6]([N:8]1[CH2:13][CH2:12][C:11]([CH:18]2[CH2:23][CH2:22][CH2:21][CH2:20][CH2:19]2)([CH2:14][CH2:15][C:16]2[NH:38][CH:34]=[N:35][CH:36]=2)[CH2:10][CH2:9]1)=[O:7])([CH3:4])([CH3:3])[CH3:2]. (8) Given the reactants [CH3:1][N+:2]([CH2:5][C@H:6]([NH2:11])[CH2:7][C:8]([O-:10])=[O:9])([CH3:4])[CH3:3].C(N(C(C)C)CC)(C)C.[N:21]([C:24]1[CH:29]=[CH:28][C:27]([O:30][C:31]2[CH:36]=[CH:35][CH:34]=[CH:33][CH:32]=2)=[CH:26][CH:25]=1)=[C:22]=[O:23], predict the reaction product. The product is: [O:30]([C:27]1[CH:26]=[CH:25][C:24]([NH:21][C:22](=[O:23])[NH:11][C@@H:6]([CH2:5][N+:2]([CH3:3])([CH3:4])[CH3:1])[CH2:7][C:8]([O-:10])=[O:9])=[CH:29][CH:28]=1)[C:31]1[CH:32]=[CH:33][CH:34]=[CH:35][CH:36]=1.